This data is from Reaction yield outcomes from USPTO patents with 853,638 reactions. The task is: Predict the reaction yield, written as a fraction of the theoretical maximum amount of product (1.0 means a 100% yield; for example, 0.34 means a 34% yield). The reactants are [Cl:1][C:2]1[N:7]=[CH:6][N:5]=[C:4]2[NH:8][N:9]=[CH:10][C:3]=12.C1C(=O)N([Br:18])C(=O)C1. The catalyst is C(Cl)(Cl)Cl. The product is [Br:18][C:10]1[C:3]2[C:4](=[N:5][CH:6]=[N:7][C:2]=2[Cl:1])[NH:8][N:9]=1. The yield is 0.770.